From a dataset of Full USPTO retrosynthesis dataset with 1.9M reactions from patents (1976-2016). Predict the reactants needed to synthesize the given product. (1) Given the product [C:50]([O:48][C:45]([N:15]1[CH2:14][CH2:13][C:12](=[CH:11][C:10]2[CH:36]=[CH:37][CH:38]=[C:8]([CH3:7])[CH:9]=2)[CH2:17][CH2:16]1)=[O:46])([CH3:51])([CH3:54])[CH3:39], predict the reactants needed to synthesize it. The reactants are: [H-].[H-].[H-].[H-].[Li+].[Al+3].[CH3:7][C:8]1[CH:9]=[C:10]([CH:36]=[CH:37][CH:38]=1)[CH:11]=[C:12]1[CH2:17][CH2:16][N:15](C(=O)CNC(NC2C3C(=CC=CC=3)N=C(C)C=2)=O)[CH2:14][CH2:13]1.[CH3:39]COC(C)=O.[C:45]([O-:48])(O)=[O:46].[Na+].[CH2:50]1[CH2:54]OC[CH2:51]1. (2) Given the product [CH2:30]([N:8]([CH2:1][C:2]1[CH:7]=[CH:6][CH:5]=[CH:4][CH:3]=1)[C:9]1[C:10]([F:29])=[C:11]([C:16]2[C:17]([C:18]3[CH:23]=[CH:22][N:21]=[CH:20][CH:19]=3)=[C:24]([SH:27])[NH:38][N:39]=2)[C:12]([F:15])=[CH:13][CH:14]=1)[C:31]1[CH:32]=[CH:33][CH:34]=[CH:35][CH:36]=1, predict the reactants needed to synthesize it. The reactants are: [CH2:1]([N:8]([CH2:30][C:31]1[CH:36]=[CH:35][CH:34]=[CH:33][CH:32]=1)[C:9]1[C:10]([F:29])=[C:11]([C:16](=O)[C:17](=[C:24]2[S:27]CS2)[C:18]2[CH:23]=[CH:22][N:21]=[CH:20][CH:19]=2)[C:12]([F:15])=[CH:13][CH:14]=1)[C:2]1[CH:7]=[CH:6][CH:5]=[CH:4][CH:3]=1.O.[NH2:38][NH2:39]. (3) Given the product [Cl:50][C:51]1[C:56]([CH2:57][O:58][C:59]2[C:67]3[N:66]=[C:65]([O:68][CH3:69])[N:64]([CH2:70][C:71]4[CH:76]=[CH:75][CH:74]=[CH:73][N:72]=4)[C:63]=3[CH:62]=[CH:61][CH:60]=2)=[C:55]([Cl:77])[CH:54]=[CH:53][C:52]=1[N:78]([CH3:100])[C:79](=[O:99])[CH2:80][NH:81][C:82](=[O:98])[CH2:83][CH2:84][C:85]1[CH:86]=[CH:87][C:88]([C:89]([NH:91][CH3:92])=[O:90])=[CH:96][CH:97]=1, predict the reactants needed to synthesize it. The reactants are: CNC(C1C=CC(CCC(O)=O)=CC=1)=O.NCC(N(C1C=CC(Cl)=C(COC2C3N=C(OC)N(CC4C=CC=CN=4)C=3C=CC=2)C=1Cl)C)=O.[Cl:50][C:51]1[C:56]([CH2:57][O:58][C:59]2[C:67]3[N:66]=[C:65]([O:68][CH3:69])[N:64]([CH2:70][C:71]4[CH:76]=[CH:75][CH:74]=[CH:73][N:72]=4)[C:63]=3[CH:62]=[CH:61][CH:60]=2)=[C:55]([Cl:77])[CH:54]=[CH:53][C:52]=1[N:78]([CH3:100])[C:79](=[O:99])[CH2:80][NH:81][C:82](=[O:98])[CH2:83][CH2:84][C:85]1[CH:97]=[CH:96][C:88]([C:89]([NH:91][CH2:92]COC)=[O:90])=[CH:87][CH:86]=1. (4) Given the product [CH2:15]([O:11][C:4]1[CH:3]=[C:2]([F:1])[CH:7]=[CH:6][C:5]=1[C:8](=[O:10])[CH3:9])[CH:14]=[CH2:13], predict the reactants needed to synthesize it. The reactants are: [F:1][C:2]1[CH:7]=[CH:6][C:5]([C:8](=[O:10])[CH3:9])=[C:4]([OH:11])[CH:3]=1.Br[CH2:13][CH:14]=[CH2:15].C(=O)([O-])[O-].[K+].[K+]. (5) Given the product [C:1]([C:3]1[CH:4]=[CH:5][C:6]([O:7][C:8]2[CH:9]=[C:10]([CH:14]=[CH:15][CH:16]=2)[C:11]([NH:25][C:22]2[CH:23]=[CH:24][N:20]([CH3:19])[N:21]=2)=[O:13])=[CH:17][CH:18]=1)#[N:2], predict the reactants needed to synthesize it. The reactants are: [C:1]([C:3]1[CH:18]=[CH:17][C:6]([O:7][C:8]2[CH:9]=[C:10]([CH:14]=[CH:15][CH:16]=2)[C:11]([OH:13])=O)=[CH:5][CH:4]=1)#[N:2].[CH3:19][N:20]1[CH:24]=[CH:23][C:22]([NH2:25])=[N:21]1.Cl.C(N=C=NCCCN(C)C)C.ON1C2C=CC=CC=2N=N1. (6) Given the product [Br:1][C:2]1[C:3](=[O:17])[NH:4][C:5](=[O:16])[N:6]([CH2:8][CH2:9][CH2:10][C:15]2[CH:14]=[CH:13][CH:12]=[CH:11][CH:19]=2)[N:7]=1, predict the reactants needed to synthesize it. The reactants are: [Br:1][C:2]1[C:3](=[O:17])[NH:4][C:5](=[O:16])[N:6]([CH2:8][CH2:9][C:10]2[CH:15]=[CH:14][CH:13]=[CH:12][CH:11]=2)[N:7]=1.I[CH2:19]CCC1C=CC=CC=1. (7) The reactants are: [Br:1][C:2]1[CH:3]=[C:4]([CH:19]=[CH:20][CH:21]=1)[C:5]([NH:7][N:8]=[C:9]([C:13]1[CH:18]=[CH:17][CH:16]=[CH:15][CH:14]=1)[CH:10]=[N:11][OH:12])=[O:6].[CH3:22]I. Given the product [Br:1][C:2]1[CH:3]=[C:4]([CH:19]=[CH:20][CH:21]=1)[C:5]([NH:7][N:8]=[C:9]([C:13]1[CH:14]=[CH:15][CH:16]=[CH:17][CH:18]=1)[CH:10]=[N:11][O:12][CH3:22])=[O:6], predict the reactants needed to synthesize it.